Dataset: Reaction yield outcomes from USPTO patents with 853,638 reactions. Task: Predict the reaction yield, written as a fraction of the theoretical maximum amount of product (1.0 means a 100% yield; for example, 0.34 means a 34% yield). (1) The reactants are [CH2:1]([O:8][C@@H:9]1[CH2:14][CH2:13][C@H:12]([C:15](N(OC)C)=[O:16])[CH2:11][CH2:10]1)[C:2]1[CH:7]=[CH:6][CH:5]=[CH:4][CH:3]=1.[CH3:21][Li].Cl. The catalyst is C1COCC1. The product is [CH2:1]([O:8][C@@H:9]1[CH2:10][CH2:11][C@H:12]([C:15](=[O:16])[CH3:21])[CH2:13][CH2:14]1)[C:2]1[CH:3]=[CH:4][CH:5]=[CH:6][CH:7]=1. The yield is 0.600. (2) The reactants are [F:1][C:2]1[CH:7]=[CH:6][C:5]([CH2:8][C:9]([OH:11])=O)=[CH:4][CH:3]=1.[CH3:12][C:13]1(C)[O:20][C:18](=O)[CH2:17][C:15](=O)[O:14]1.C1CCC(N=C=NC2CCCCC2)CC1.C(O)C=C. The catalyst is CN(C1C=CN=CC=1)C.C(Cl)Cl. The product is [F:1][C:2]1[CH:3]=[CH:4][C:5]([CH2:8][C:9](=[O:11])[CH2:12][C:13]([O:14][CH2:15][CH:17]=[CH2:18])=[O:20])=[CH:6][CH:7]=1. The yield is 0.950. (3) The reactants are C[O:2][C:3]1[CH:8]=[CH:7][C:6]([C:9]2[C:18]([CH3:19])=[N:17][C:16]3[C:11](=[CH:12][CH:13]=[CH:14][C:15]=3[C:20]([F:23])([F:22])[F:21])[N:10]=2)=[CH:5][CH:4]=1.Br. The catalyst is C(O)(=O)C. The product is [CH3:19][C:18]1[C:9]([C:6]2[CH:7]=[CH:8][C:3]([OH:2])=[CH:4][CH:5]=2)=[N:10][C:11]2[C:16]([N:17]=1)=[C:15]([C:20]([F:23])([F:22])[F:21])[CH:14]=[CH:13][CH:12]=2. The yield is 0.900. (4) The reactants are C(OC([NH:8][CH2:9][CH:10]1[CH2:15][CH2:14][N:13]([C:16]2[N:20]([CH3:21])[N:19]=[CH:18][C:17]=2[NH:22][C:23]([C:25]2[N:26]=[C:27](Br)[S:28][C:29]=2[NH:30]C(=O)OC(C)(C)C)=[O:24])[CH2:12][CH2:11]1)=O)CCC.[F:39][C:40]1[CH:41]=[CH:42][C:43]([OH:49])=[C:44](B(O)O)[CH:45]=1. No catalyst specified. The product is [NH2:30][C:29]1[S:28][C:27]([C:42]2[CH:41]=[C:40]([F:39])[CH:45]=[CH:44][C:43]=2[OH:49])=[N:26][C:25]=1[C:23]([NH:22][C:17]1[CH:18]=[N:19][N:20]([CH3:21])[C:16]=1[N:13]1[CH2:12][CH2:11][CH:10]([CH2:9][NH2:8])[CH2:15][CH2:14]1)=[O:24]. The yield is 0.200. (5) The reactants are [CH3:1][S:2]([O:5][C:6]1[C:14]([O:15][CH3:16])=[CH:13][C:12]([C:17]2[N:18](C(OC(C)(C)C)=O)[C:19]3[C:24]([CH:25]=2)=[CH:23][CH:22]=[CH:21][CH:20]=3)=[C:11]2[C:7]=1[CH2:8][NH:9][C:10]2=[O:33])(=[O:4])=[O:3].[ClH:34].CO. The catalyst is CO. The product is [ClH:34].[CH3:1][S:2]([O:5][C:6]1[C:14]([O:15][CH3:16])=[CH:13][C:12]([C:17]2[NH:18][C:19]3[C:24]([CH:25]=2)=[CH:23][CH:22]=[CH:21][CH:20]=3)=[C:11]2[C:7]=1[CH2:8][NH:9][C:10]2=[O:33])(=[O:3])=[O:4]. The yield is 0.720. (6) The reactants are C(O)(=O)C.[NH2:5][C@@H:6]1[CH2:11][CH2:10][C@@H:9]([C:12]([NH2:14])=[O:13])[CH2:8][C@H:7]1[OH:15].C(N(CC)C(C)C)(C)C.[C:25]([O:29][C:30](O[C:30]([O:29][C:25]([CH3:28])([CH3:27])[CH3:26])=[O:31])=[O:31])([CH3:28])([CH3:27])[CH3:26]. The catalyst is O1CCOCC1.CO. The product is [OH:15][C@H:7]1[C@H:6]([NH:5][C:30]([O:29][C:25]([CH3:28])([CH3:27])[CH3:26])=[O:31])[CH2:11][CH2:10][C@@H:9]([C:12]([NH2:14])=[O:13])[CH2:8]1. The yield is 0.750. (7) The reactants are [Br:1][C:2]1[CH:3]=[C:4]([OH:8])[CH:5]=[CH:6][CH:7]=1.C([O-])([O-])=O.[K+].[K+].Cl[CH2:16][C@@H:17]1[CH2:19][O:18]1. The catalyst is CC#N. The product is [Br:1][C:2]1[CH:3]=[C:4]([CH:5]=[CH:6][CH:7]=1)[O:8][CH2:16][C@@H:17]1[CH2:19][O:18]1. The yield is 0.540. (8) The reactants are [C:1]([O:7][CH2:8][C@H:9]([C:15]1[C:24]([CH3:25])=[CH:23][C:18]2[N:19]=[C:20]([OH:22])[S:21][C:17]=2[C:16]=1[Br:26])[O:10][C:11]([CH3:14])([CH3:13])[CH3:12])(=[O:6])[C:2]([CH3:5])([CH3:4])[CH3:3].[CH3:27]C([O-])(C)C.[K+].CI. The catalyst is C1COCC1. The product is [C:1]([O:7][CH2:8][C@H:9]([C:15]1[C:24]([CH3:25])=[CH:23][C:18]2[N:19]([CH3:27])[C:20](=[O:22])[S:21][C:17]=2[C:16]=1[Br:26])[O:10][C:11]([CH3:14])([CH3:13])[CH3:12])(=[O:6])[C:2]([CH3:3])([CH3:4])[CH3:5]. The yield is 0.730. (9) The reactants are [ClH:1].CO[C:4](=O)[CH:5]([NH2:12])[CH2:6][CH2:7][CH2:8][CH2:9][C:10]#[CH:11].[N:14]#[C:15][NH2:16]. No catalyst specified. The product is [ClH:1].[CH2:6]([C:5]1[N:12]=[C:15]([NH2:16])[NH:14][CH:4]=1)[CH2:7][CH2:8][CH2:9][C:10]#[CH:11]. The yield is 0.870.